This data is from Full USPTO retrosynthesis dataset with 1.9M reactions from patents (1976-2016). The task is: Predict the reactants needed to synthesize the given product. Given the product [CH2:6]([CH:9]1[O:14][CH2:13][CH2:12][CH2:11][O:10]1)[CH2:7][CH3:8].[CH2:9]([O:4][CH2:3][CH2:2][CH2:1][O:5][CH2:9][CH2:6][CH2:7][CH3:8])[CH2:6][CH2:7][CH3:8].[CH2:1]([OH:5])[CH2:2][CH2:3][OH:4], predict the reactants needed to synthesize it. The reactants are: [CH2:1]([OH:5])[CH2:2][CH2:3][OH:4].[CH2:6]([CH:9]1[O:14][CH2:13][CH2:12][CH2:11][O:10]1)[CH2:7][CH3:8].